This data is from Catalyst prediction with 721,799 reactions and 888 catalyst types from USPTO. The task is: Predict which catalyst facilitates the given reaction. (1) Reactant: [CH3:1][O:2][C:3]([C:5]1[C:6]([OH:24])=[C:7]2[C:12](=[CH:13][N:14]=1)[N:11]([CH2:15][CH:16]1[CH2:21][CH2:20][O:19][CH2:18][CH2:17]1)[C:10](=[O:22])[C:9](Br)=[CH:8]2)=[O:4].[C:25]1([Sn](CCCC)(CCCC)CCCC)[CH:30]=[CH:29][CH:28]=[CH:27][CH:26]=1.CCOC(C)=O.Cl. Product: [CH3:1][O:2][C:3]([C:5]1[C:6]([OH:24])=[C:7]2[C:12](=[CH:13][N:14]=1)[N:11]([CH2:15][CH:16]1[CH2:21][CH2:20][O:19][CH2:18][CH2:17]1)[C:10](=[O:22])[C:9]([C:25]1[CH:30]=[CH:29][CH:28]=[CH:27][CH:26]=1)=[CH:8]2)=[O:4]. The catalyst class is: 510. (2) Reactant: C([O:4][CH2:5][CH2:6][C:7]1[CH:12]=[C:11]([F:13])[C:10]([N:14]2[C:19]([NH2:20])=[C:18]([C:21](=[O:29])[C:22]3[CH:27]=[CH:26][C:25]([F:28])=[CH:24][CH:23]=3)[CH:17]=[CH:16][C:15]2=[O:30])=[C:9]([F:31])[CH:8]=1)(=O)C. Product: [NH2:20][C:19]1[N:14]([C:10]2[C:11]([F:13])=[CH:12][C:7]([CH2:6][CH2:5][OH:4])=[CH:8][C:9]=2[F:31])[C:15](=[O:30])[CH:16]=[CH:17][C:18]=1[C:21](=[O:29])[C:22]1[CH:23]=[CH:24][C:25]([F:28])=[CH:26][CH:27]=1. The catalyst class is: 33.